The task is: Predict the reactants needed to synthesize the given product.. This data is from Full USPTO retrosynthesis dataset with 1.9M reactions from patents (1976-2016). (1) Given the product [C:1]([C:3]([C:6]1[CH:7]=[C:8]([CH:13]=[CH:14][CH:15]=1)[C:9]([OH:11])=[O:10])([CH3:5])[CH3:4])#[N:2], predict the reactants needed to synthesize it. The reactants are: [C:1]([C:3]([C:6]1[CH:7]=[C:8]([CH:13]=[CH:14][CH:15]=1)[C:9]([O:11]C)=[O:10])([CH3:5])[CH3:4])#[N:2].[OH-].[Li+].CO.O. (2) Given the product [C:17]([C:21]1[S:25][C:24]2=[C:26]([C:3]([C:4]3[CH:5]=[N:6][CH:7]=[CH:8][CH:9]=3)=[O:10])[N:27]=[CH:28][N:23]2[CH:22]=1)(=[O:20])[CH2:18][CH3:19].[C:17]([C:21]1[S:25][C:24]2=[CH:26][N:27]=[C:28]([C:3]([C:4]3[CH:5]=[N:6][CH:7]=[CH:8][CH:9]=3)=[O:10])[N:23]2[CH:22]=1)(=[O:20])[CH2:18][CH3:19], predict the reactants needed to synthesize it. The reactants are: CN(C)[C:3](=[O:10])[C:4]1[CH:9]=[CH:8][CH:7]=[N:6][CH:5]=1.P(Cl)(Cl)(Cl)=O.[C:17]([C:21]1[S:25][C:24]2=[CH:26][N:27]=[CH:28][N:23]2[CH:22]=1)(=[O:20])[CH2:18][CH3:19].[OH-].[Na+]. (3) The reactants are: [NH2:1][C:2]1[CH:11]=[CH:10][CH:9]=[C:8]2[C:3]=1[CH:4]=[CH:5][N:6]=[CH:7]2.[NH2:12][C:13]1[CH:17]=[C:16]([CH3:18])[NH:15][N:14]=1.C[N:20](C=O)C. Given the product [CH:7]1[C:8]2[C:3](=[C:2]([NH:1][N:20]=[C:17]3[C:16]([CH3:18])=[N:15][N:14]=[C:13]3[NH2:12])[CH:11]=[CH:10][CH:9]=2)[CH:4]=[CH:5][N:6]=1, predict the reactants needed to synthesize it. (4) Given the product [CH3:1][N:2]([C:3]([NH:5][C@H:6]1[CH2:11][CH2:10][CH2:9][NH:8][CH2:7]1)=[O:4])[CH2:19][CH2:20][NH:21][S:22]([C:25]1[CH:30]=[C:29]([S:31]([C:34]2[CH:35]=[CH:36][CH:37]=[CH:38][CH:39]=2)(=[O:32])=[O:33])[CH:28]=[CH:27][C:26]=1[C:40]([F:41])([F:43])[F:42])(=[O:23])=[O:24], predict the reactants needed to synthesize it. The reactants are: [CH3:1][N:2]([CH2:19][CH2:20][NH:21][S:22]([C:25]1[CH:30]=[C:29]([S:31]([C:34]2[CH:39]=[CH:38][CH:37]=[CH:36][CH:35]=2)(=[O:33])=[O:32])[CH:28]=[CH:27][C:26]=1[C:40]([F:43])([F:42])[F:41])(=[O:24])=[O:23])[C:3]([NH:5][C@H:6]1[CH2:11][CH2:10][CH2:9][N:8](C(OC(C)(C)C)=O)[CH2:7]1)=[O:4].Cl.CN(C(N[C@H]1CCCNC1)=O)CCNS(C1C=C(S(C2C=CC=CC=2)(=O)=O)C=CC=1C(F)(F)F)(=O)=O. (5) The reactants are: [NH2:1][C:2]1[CH:7]=[CH:6][CH:5]=[CH:4][N:3]=1.[C:8]([N+:12]#[C-:13])([CH3:11])([CH3:10])[CH3:9].[S:14]1[CH:18]=[CH:17][CH:16]=[C:15]1[CH:19]=O.Cl(O)(=O)(=O)=O. Given the product [C:8]([NH:12][C:13]1[N:3]2[CH:4]=[CH:5][CH:6]=[CH:7][C:2]2=[N:1][C:19]=1[C:15]1[S:14][CH:18]=[CH:17][CH:16]=1)([CH3:11])([CH3:10])[CH3:9], predict the reactants needed to synthesize it. (6) Given the product [C:62]([O:66][C:67](=[O:76])[NH:68][C@H:69]1[CH2:74][CH2:73][C@@H:72]([CH3:75])[N:71]([C:24]([C:22]2[CH:21]=[C:20]([O:27][CH3:28])[C:17]3[N:18]([CH3:19])[C:14]([C:6]4[N:5]([CH2:4][CH:1]5[CH2:2][CH2:3]5)[C:9]5=[N:10][CH:11]=[CH:12][CH:13]=[C:8]5[CH:7]=4)=[N:15][C:16]=3[CH:23]=2)=[O:25])[CH2:70]1)([CH3:65])([CH3:63])[CH3:64], predict the reactants needed to synthesize it. The reactants are: [CH:1]1([CH2:4][N:5]2[C:9]3=[N:10][CH:11]=[CH:12][CH:13]=[C:8]3[CH:7]=[C:6]2[C:14]2[N:18]([CH3:19])[C:17]3[C:20]([O:27][CH3:28])=[CH:21][C:22]([C:24](O)=[O:25])=[CH:23][C:16]=3[N:15]=2)[CH2:3][CH2:2]1.CN(C(ON1N=NC2C=CC=NC1=2)=[N+](C)C)C.F[P-](F)(F)(F)(F)F.CCN(C(C)C)C(C)C.[C:62]([O:66][C:67](=[O:76])[NH:68][CH:69]1[CH2:74][CH2:73][CH:72]([CH3:75])[NH:71][CH2:70]1)([CH3:65])([CH3:64])[CH3:63].